From a dataset of Full USPTO retrosynthesis dataset with 1.9M reactions from patents (1976-2016). Predict the reactants needed to synthesize the given product. (1) The reactants are: FC(F)(F)S(O[C:7]1[C:16]([S:17][CH3:18])=[CH:15][C:14]2[C:9](=[CH:10][CH:11]=[CH:12][CH:13]=2)[CH:8]=1)(=O)=O.FC(F)(F)S(O[C:27]1[C:36]([S:37][CH3:38])=[CH:35][C:34]2[C:29](=[CH:30][CH:31]=[C:32]([CH:39]([CH3:44])[CH2:40][CH2:41][CH2:42][CH3:43])[CH:33]=2)[CH:28]=1)(=O)=O.[CH2:47]([Sn](CCCC)(CCCC)/C=C/[Sn](CCCC)(CCCC)CCCC)[CH2:48]CC. Given the product [CH3:44][CH:39]([C:32]1[CH:33]=[C:34]2[C:29](=[CH:30][CH:31]=1)[CH:28]=[C:27](/[CH:47]=[CH:48]/[C:7]1[C:16]([S:17][CH3:18])=[CH:15][C:14]3[C:9](=[CH:10][CH:11]=[CH:12][CH:13]=3)[CH:8]=1)[C:36]([S:37][CH3:38])=[CH:35]2)[CH2:40][CH2:41][CH2:42][CH3:43], predict the reactants needed to synthesize it. (2) Given the product [NH2:20][C:3]1[C:4](=[O:19])[NH:5][C:6](=[S:18])[N:7]([C:8]2[CH:9]=[N:10][C:11]3[C:16]([CH:17]=2)=[CH:15][CH:14]=[CH:13][CH:12]=3)[C:2]=1[NH2:1], predict the reactants needed to synthesize it. The reactants are: [NH2:1][C:2]1[N:7]([C:8]2[CH:9]=[N:10][C:11]3[C:16]([CH:17]=2)=[CH:15][CH:14]=[CH:13][CH:12]=3)[C:6](=[S:18])[NH:5][C:4](=[O:19])[C:3]=1[N:20]=O.S(S([O-])=O)([O-])=O.[Na+].[Na+]. (3) Given the product [NH2:1][C:2]1[N:13]([CH3:12])[N:5]=[C:4]([C:7]([CH3:11])([CH3:10])[CH2:8][OH:9])[CH:3]=1, predict the reactants needed to synthesize it. The reactants are: [NH2:1][C:2]1O[N:5]=[C:4]([C:7]([CH3:11])([CH3:10])[CH2:8][OH:9])[CH:3]=1.[CH3:12][NH:13]N.